This data is from Full USPTO retrosynthesis dataset with 1.9M reactions from patents (1976-2016). The task is: Predict the reactants needed to synthesize the given product. (1) The reactants are: [NH2:1][C:2]12[CH2:8][CH:5]([CH2:6][CH2:7]1)[CH:4]([OH:9])[CH2:3]2.N1C=CC=CC=1.[CH3:16][C:17]1[CH:22]=[CH:21][C:20]([S:23](Cl)(=[O:25])=[O:24])=[CH:19][CH:18]=1. Given the product [C:17]1([CH3:16])[CH:22]=[CH:21][C:20]([S:23]([NH:1][C:2]23[CH2:8][CH:5]([CH2:6][CH2:7]2)[CH:4]([OH:9])[CH2:3]3)(=[O:25])=[O:24])=[CH:19][CH:18]=1, predict the reactants needed to synthesize it. (2) Given the product [CH2:40]([C@:2]1([O:10][C@H:9]([C:11]([OH:12])=[O:51])[C@@H:7]([OH:8])[C@H:5]([OH:6])[C@H:3]1[OH:4])[OH:1])[CH2:41][CH2:42][CH2:43][CH2:44][CH2:45][CH2:35][CH2:36][CH2:37][CH2:38][CH2:39][CH3:34], predict the reactants needed to synthesize it. The reactants are: [O:1](CCCCCCCCCCCC)[C@@H:2]1[O:10][C@H:9]([CH2:11][OH:12])[C@@H:7]([OH:8])[C@H:5]([OH:6])[C@H:3]1[OH:4].C(OI([C:34]1[CH:39]=[CH:38][CH:37]=[CH:36][CH:35]=1)OC(=O)C)(=O)C.[CH3:40][C:41]1(C)N([O])[C:45](C)(C)[CH2:44][CH2:43][CH2:42]1.[OH2:51]. (3) Given the product [Cl:13][C:6]1[C:7]([C:8]([O:10][CH2:11][CH3:12])=[O:9])=[C:2]([N:31]([CH2:32][CH2:33][C:34]([O:36][CH2:37][CH3:38])=[O:35])[C:25]2[CH:30]=[CH:29][CH:28]=[CH:27][CH:26]=2)[N:3]=[C:4]([S:14][CH3:15])[N:5]=1, predict the reactants needed to synthesize it. The reactants are: Cl[C:2]1[C:7]([C:8]([O:10][CH2:11][CH3:12])=[O:9])=[C:6]([Cl:13])[N:5]=[C:4]([S:14][CH3:15])[N:3]=1.C(N(C(C)C)CC)(C)C.[C:25]1([NH:31][CH2:32][CH2:33][C:34]([O:36][CH2:37][CH3:38])=[O:35])[CH:30]=[CH:29][CH:28]=[CH:27][CH:26]=1. (4) Given the product [F:20][C:2]([F:1])([F:19])[CH2:3][S:4][CH2:5][C:6]1([O:15][CH2:16][CH2:17][O:18]1)[C:7]1[CH:8]=[CH:9][C:10]([CH2:11][NH2:12])=[CH:13][CH:14]=1, predict the reactants needed to synthesize it. The reactants are: [F:1][C:2]([F:20])([F:19])[CH2:3][S:4][CH2:5][C:6]1([O:18][CH2:17][CH2:16][O:15]1)[C:7]1[CH:14]=[CH:13][C:10]([C:11]#[N:12])=[CH:9][CH:8]=1. (5) Given the product [Cl:59][C:2]1[CH:7]=[CH:6][C:5]([C:8]([N:10]2[CH2:15][CH2:14][N:13]([C:16]3[C:25]([NH:26][CH:27]4[CH2:29][CH2:28]4)=[N:24][C:23]4[C:18](=[CH:19][C:20]([F:30])=[CH:21][CH:22]=4)[N:17]=3)[CH2:12][CH2:11]2)=[O:9])=[CH:4][CH:3]=1, predict the reactants needed to synthesize it. The reactants are: Br[C:2]1[CH:7]=[CH:6][C:5]([C:8]([N:10]2[CH2:15][CH2:14][N:13]([C:16]3[C:25]([NH:26][CH:27]4[CH2:29][CH2:28]4)=[N:24][C:23]4[C:18](=[CH:19][C:20]([F:30])=[CH:21][CH:22]=4)[N:17]=3)[CH2:12][CH2:11]2)=[O:9])=[CH:4][C:3]=1F.C1(NC2C(N3CCN(C(=O)C4C([Cl:59])=CN=C(Cl)C=4)CC3)=NC3C(=CC=C(C#N)C=3)N=2)CC1. (6) Given the product [F:1][C:2]1[CH:8]=[CH:7][C:5]([NH:6][S:21]([CH2:18][CH2:19][CH3:20])(=[O:23])=[O:22])=[CH:4][C:3]=1[N+:9]([O-:11])=[O:10], predict the reactants needed to synthesize it. The reactants are: [F:1][C:2]1[CH:8]=[CH:7][C:5]([NH2:6])=[CH:4][C:3]=1[N+:9]([O-:11])=[O:10].N1C=CC=CC=1.[CH2:18]([S:21](Cl)(=[O:23])=[O:22])[CH2:19][CH3:20]. (7) Given the product [CH3:4][O:3][C:2]1[CH:5]=[C:6]([C:14](=[O:15])[CH:13]=[C:12]([CH3:17])[CH3:11])[CH:7]=[CH:8][C:1]=1[O:9][CH3:10], predict the reactants needed to synthesize it. The reactants are: [C:1]1([O:9][CH3:10])[C:2](=[CH:5][CH:6]=[CH:7][CH:8]=1)[O:3][CH3:4].[CH3:11][C:12]([CH3:17])=[CH:13][C:14](Cl)=[O:15].[Al+3].[Cl-].[Cl-].[Cl-]. (8) Given the product [Br:13][C:14]1[S:18][C:17]2=[N:19][C:20]([C:22]([NH:7][C:6]3[CH:8]=[CH:9][CH:10]=[C:4]([O:3][C:2]([F:11])([F:12])[F:1])[CH:5]=3)=[O:23])=[CH:21][N:16]2[CH:15]=1, predict the reactants needed to synthesize it. The reactants are: [F:1][C:2]([F:12])([F:11])[O:3][C:4]1[CH:5]=[C:6]([CH:8]=[CH:9][CH:10]=1)[NH2:7].[Br:13][C:14]1[S:18][C:17]2=[N:19][C:20]([C:22](O)=[O:23])=[CH:21][N:16]2[CH:15]=1. (9) Given the product [Br:1][C:2]1[CH:7]=[CH:6][CH:5]=[C:4]2[C:3]=1[CH2:8][CH2:9][C:10]2=[O:12], predict the reactants needed to synthesize it. The reactants are: [Br:1][C:2]1[CH:7]=[CH:6][CH:5]=[CH:4][C:3]=1[CH2:8][CH2:9][C:10]([OH:12])=O.C(Cl)(=O)C(Cl)=O.[Al+3].[Cl-].[Cl-].[Cl-]. (10) Given the product [CH3:9][O:8][C:5]1[N:6]=[CH:7][C:2]([B:17]([OH:18])[OH:16])=[CH:3][CH:4]=1, predict the reactants needed to synthesize it. The reactants are: Br[C:2]1[CH:3]=[CH:4][C:5]([O:8][CH3:9])=[N:6][CH:7]=1.C([Li])CCC.C[O:16][B:17](OC)[O:18]C.